This data is from Peptide-MHC class I binding affinity with 185,985 pairs from IEDB/IMGT. The task is: Regression. Given a peptide amino acid sequence and an MHC pseudo amino acid sequence, predict their binding affinity value. This is MHC class I binding data. (1) The peptide sequence is DIRQDVIAM. The MHC is HLA-B58:01 with pseudo-sequence HLA-B58:01. The binding affinity (normalized) is 0.0847. (2) The peptide sequence is CPNCYDSVM. The MHC is HLA-B51:01 with pseudo-sequence HLA-B51:01. The binding affinity (normalized) is 0.200. (3) The peptide sequence is GPGHKARVL. The MHC is HLA-B42:01 with pseudo-sequence HLA-B42:01. The binding affinity (normalized) is 0.461.